This data is from Peptide-MHC class I binding affinity with 185,985 pairs from IEDB/IMGT. The task is: Regression. Given a peptide amino acid sequence and an MHC pseudo amino acid sequence, predict their binding affinity value. This is MHC class I binding data. The peptide sequence is KIGEVIGPK. The MHC is HLA-A02:01 with pseudo-sequence HLA-A02:01. The binding affinity (normalized) is 0.0847.